This data is from Forward reaction prediction with 1.9M reactions from USPTO patents (1976-2016). The task is: Predict the product of the given reaction. (1) Given the reactants [CH3:1][C:2]([N+:15]([O-:17])=[O:16])([CH2:9][CH2:10][C:11]([O:13]C)=[O:12])[CH2:3][CH2:4][C:5]([O:7]C)=[O:6].[OH-].[Na+].Cl, predict the reaction product. The product is: [CH3:1][C:2]([N+:15]([O-:17])=[O:16])([CH2:3][CH2:4][C:5]([OH:7])=[O:6])[CH2:9][CH2:10][C:11]([OH:13])=[O:12]. (2) Given the reactants Cl.[Cl:2][CH2:3][CH2:4][CH2:5][N:6]1[CH2:11][CH2:10][CH2:9][CH2:8][CH2:7]1.C(=O)([O-])[O-].[K+].[K+].[OH-].[Na+].C(OCC)C, predict the reaction product. The product is: [Cl:2][CH2:3][CH2:4][CH2:5][N:6]1[CH2:11][CH2:10][CH2:9][CH2:8][CH2:7]1. (3) Given the reactants [F:1][C:2]1[CH:9]=[CH:8][C:7]([N+:10]([O-:12])=[O:11])=[CH:6][C:3]=1[CH:4]=[O:5].[BH4-].[Na+].Cl, predict the reaction product. The product is: [F:1][C:2]1[CH:9]=[CH:8][C:7]([N+:10]([O-:12])=[O:11])=[CH:6][C:3]=1[CH2:4][OH:5]. (4) Given the reactants [C:1]([C:4]1[C:9]([NH:10][CH2:11][C:12]2[CH:17]=[CH:16][C:15]([O:18][CH3:19])=[C:14]([Cl:20])[CH:13]=2)=[N:8][C:7]([N:21]2[CH2:25][CH2:24][CH2:23][C@H:22]2[CH2:26][OH:27])=[CH:6][N:5]=1)(O)=[O:2].[NH2:28][CH2:29][CH:30]1[O:35][CH2:34][CH2:33][N:32]([CH3:36])[CH2:31]1.Cl.C(N=C=NCCCN(C)C)C.ON1C2C=CC=CC=2N=N1, predict the reaction product. The product is: [CH3:36][N:32]1[CH2:33][CH2:34][O:35][CH:30]([CH2:29][NH:28][C:1]([C:4]2[C:9]([NH:10][CH2:11][C:12]3[CH:17]=[CH:16][C:15]([O:18][CH3:19])=[C:14]([Cl:20])[CH:13]=3)=[N:8][C:7]([N:21]3[CH2:25][CH2:24][CH2:23][C@H:22]3[CH2:26][OH:27])=[CH:6][N:5]=2)=[O:2])[CH2:31]1. (5) The product is: [CH2:8]([NH:10][C:5]([CH:1]1[CH2:4][CH2:3][CH2:2]1)=[O:6])[CH3:9]. Given the reactants [CH:1]1([C:5](Cl)=[O:6])[CH2:4][CH2:3][CH2:2]1.[CH2:8]([NH2:10])[CH3:9].C(N(CC)CC)C, predict the reaction product.